Regression/Classification. Given a drug SMILES string, predict its absorption, distribution, metabolism, or excretion properties. Task type varies by dataset: regression for continuous measurements (e.g., permeability, clearance, half-life) or binary classification for categorical outcomes (e.g., BBB penetration, CYP inhibition). Dataset: hlm. From a dataset of Human liver microsome stability data. (1) The molecule is CC(C)[C@H](NC(=O)c1ccc(-c2ccc(CSc3nc(O)c4c(n3)CCC4)cc2)o1)C(=O)NCCN. The result is 0 (unstable in human liver microsomes). (2) The molecule is C1=CCOCc2cc(ccc2OCCN2CCCC2)Nc2nccc(n2)-c2csc(c2)COC1. The result is 0 (unstable in human liver microsomes).